From a dataset of Catalyst prediction with 721,799 reactions and 888 catalyst types from USPTO. Predict which catalyst facilitates the given reaction. (1) Reactant: [NH2:1][CH2:2][CH2:3][CH2:4][CH2:5][CH2:6][CH2:7][OH:8].[C:9](=O)([O:15]C(C)(C)C)[O:10][C:11]([CH3:14])([CH3:13])[CH3:12]. Product: [C:11]([O:10][C:9]([NH:1][CH2:2][CH2:3][CH2:4][CH2:5][CH2:6][CH2:7][OH:8])=[O:15])([CH3:14])([CH3:13])[CH3:12]. The catalyst class is: 5. (2) Reactant: [OH:1][C:2]1[CH:10]=[CH:9][C:5]([C:6]([OH:8])=[O:7])=[CH:4][CH:3]=1.[CH3:11][O:12][C:13]1[CH:20]=[CH:19][C:16]([CH2:17]Cl)=[CH:15][CH:14]=1.C(O)C. Product: [OH:1][C:2]1[CH:10]=[CH:9][C:5]([C:6]([O:8][CH2:17][C:16]2[CH:19]=[CH:20][C:13]([O:12][CH3:11])=[CH:14][CH:15]=2)=[O:7])=[CH:4][CH:3]=1. The catalyst class is: 4.